From a dataset of Reaction yield outcomes from USPTO patents with 853,638 reactions. Predict the reaction yield, written as a fraction of the theoretical maximum amount of product (1.0 means a 100% yield; for example, 0.34 means a 34% yield). The reactants are [Mg].Br[C:3]1[CH:4]=[C:5]([F:11])[C:6]([F:10])=[C:7]([F:9])[CH:8]=1.[CH:12]12[O:17][CH:16]1[CH2:15][CH2:14][CH2:13]2. The catalyst is C1COCC1.[Cu]I. The product is [F:9][C:7]1[CH:8]=[C:3]([C@H:15]2[CH2:14][CH2:13][CH2:12][C@@H:16]2[OH:17])[CH:4]=[C:5]([F:11])[C:6]=1[F:10]. The yield is 0.790.